Predict the product of the given reaction. From a dataset of Forward reaction prediction with 1.9M reactions from USPTO patents (1976-2016). Given the reactants Br[C:2]1[CH:7]=[CH:6][C:5]([Br:8])=[CH:4][CH:3]=1.[P:9]([O-:16])([O:13][CH2:14][CH3:15])[O:10][CH2:11][CH3:12].C(N(CC)CC)C, predict the reaction product. The product is: [Br:8][C:5]1[CH:6]=[CH:7][C:2]([P:9](=[O:16])([O:13][CH2:14][CH3:15])[O:10][CH2:11][CH3:12])=[CH:3][CH:4]=1.